This data is from Catalyst prediction with 721,799 reactions and 888 catalyst types from USPTO. The task is: Predict which catalyst facilitates the given reaction. Reactant: Cl[C:2]1[N:3]([C@@H:15]2[O:21][C@H:20]([CH2:22][OH:23])[C@@H:18]([OH:19])[C@H:16]2[OH:17])[C:4]2[C:9]([C:10]=1[CH:11]=O)=[CH:8][C:7]([Cl:13])=[C:6]([Cl:14])[CH:5]=2.[CH3:24][NH:25][NH2:26].CO.O. Product: [Cl:13][C:7]1[CH:8]=[C:9]2[C:4](=[CH:5][C:6]=1[Cl:14])[N:3]([C@@H:15]1[O:21][C@H:20]([CH2:22][OH:23])[C@@H:18]([OH:19])[C@H:16]1[OH:17])[C:2]1[N:25]([CH3:24])[N:26]=[CH:11][C:10]2=1. The catalyst class is: 5.